This data is from Reaction yield outcomes from USPTO patents with 853,638 reactions. The task is: Predict the reaction yield, written as a fraction of the theoretical maximum amount of product (1.0 means a 100% yield; for example, 0.34 means a 34% yield). The reactants are [C:1]([C:3]1[CH:8]=[CH:7][C:6]([S:9]([NH:12][CH3:13])(=[O:11])=[O:10])=[CH:5][CH:4]=1)#[N:2]. The catalyst is CO.O=[Pt]=O. The product is [NH2:2][CH2:1][C:3]1[CH:4]=[CH:5][C:6]([S:9]([NH:12][CH3:13])(=[O:11])=[O:10])=[CH:7][CH:8]=1. The yield is 0.950.